From a dataset of Full USPTO retrosynthesis dataset with 1.9M reactions from patents (1976-2016). Predict the reactants needed to synthesize the given product. The reactants are: [CH3:1][O:2][C:3]([C:5]1[CH:6]=[C:7]([Cl:26])[CH:8]=[C:9]2[C:14]=1[NH:13][CH:12]([C:15]1[CH:20]=[CH:19][CH:18]=[C:17]([N+:21]([O-])=O)[CH:16]=1)[C:11]([CH3:25])([CH3:24])[CH2:10]2)=[O:4]. Given the product [CH3:1][O:2][C:3]([C:5]1[CH:6]=[C:7]([Cl:26])[CH:8]=[C:9]2[C:14]=1[NH:13][CH:12]([C:15]1[CH:20]=[CH:19][CH:18]=[C:17]([NH2:21])[CH:16]=1)[C:11]([CH3:24])([CH3:25])[CH2:10]2)=[O:4], predict the reactants needed to synthesize it.